Dataset: Catalyst prediction with 721,799 reactions and 888 catalyst types from USPTO. Task: Predict which catalyst facilitates the given reaction. (1) Reactant: [CH2:1]([C:3]1[N:4]([C:28]2[CH:33]=[CH:32][C:31]([OH:34])=[CH:30][CH:29]=2)[C:5](=[O:27])[C:6]([CH2:12][C:13]2[CH:18]=[CH:17][C:16]([C:19]3[C:20]([C:25]#[N:26])=[CH:21][CH:22]=[CH:23][CH:24]=3)=[CH:15][CH:14]=2)=[C:7]([CH2:9][CH2:10][CH3:11])[N:8]=1)[CH3:2].[CH3:35][N:36]1[CH2:41][CH2:40][CH:39](O)[CH2:38][CH2:37]1.C1(P(C2C=CC=CC=2)C2C=CC=CC=2)C=CC=CC=1.[N:63]([C:64]([O:66]C(C)C)=[O:65])=[N:63][C:64]([O:66]C(C)C)=[O:65]. Product: [CH2:1]([C:3]1[N:4]([C:28]2[CH:33]=[CH:32][C:31]([O:34][CH:39]3[CH2:40][CH2:41][N:36]([CH3:35])[CH2:37][CH2:38]3)=[CH:30][CH:29]=2)[C:5](=[O:27])[C:6]([CH2:12][C:13]2[CH:18]=[CH:17][C:16]([C:19]3[CH:24]=[CH:23][CH:22]=[CH:21][C:20]=3[C:25]3[NH:63][C:64](=[O:65])[O:66][N:26]=3)=[CH:15][CH:14]=2)=[C:7]([CH2:9][CH2:10][CH3:11])[N:8]=1)[CH3:2]. The catalyst class is: 30. (2) Reactant: [Cl:1][C:2]1[CH:3]=[C:4]2[C:8](=[CH:9][CH:10]=1)[N:7](S(C1C=CC=CC=1)(=O)=O)[C:6]([CH2:20][N:21]1[C:25]3=[CH:26][N:27]=[CH:28][CH:29]=[C:24]3[C:23]3([CH2:31][CH2:30]3)[C:22]1=[O:32])=[CH:5]2.[F-].C([N+](CCCC)(CCCC)CCCC)CCC. Product: [Cl:1][C:2]1[CH:3]=[C:4]2[C:8](=[CH:9][CH:10]=1)[NH:7][C:6]([CH2:20][N:21]1[C:25]3=[CH:26][N:27]=[CH:28][CH:29]=[C:24]3[C:23]3([CH2:31][CH2:30]3)[C:22]1=[O:32])=[CH:5]2. The catalyst class is: 7. (3) Reactant: O[CH:2]=[C:3]1[C:8](=[O:9])[C:7]([CH3:11])([CH3:10])[CH2:6][C:5]([CH3:13])([CH3:12])[CH2:4]1.Cl.[NH2:15]O. Product: [CH3:12][C:5]1([CH3:13])[CH2:4][C:3]2[CH:2]=[N:15][O:9][C:8]=2[C:7]([CH3:11])([CH3:10])[CH2:6]1. The catalyst class is: 40. (4) Reactant: [F:1][C:2]([F:12])([F:11])[C:3]([CH3:10])([CH3:9])[C:4](=[O:8])[CH2:5][C:6]#[N:7].S(O)(O)(=O)=O.[NH2:18]O.C(=O)([O-])O.[Na+].Cl. Product: [F:1][C:2]([F:11])([F:12])[C:3]([C:4]1[O:8][N:7]=[C:6]([NH2:18])[CH:5]=1)([CH3:10])[CH3:9]. The catalyst class is: 24. (5) Reactant: [CH3:1][C:2]([C:4]1[CH:9]=[CH:8][C:7]([I:10])=[CH:6][CH:5]=1)=[O:3].O=[CH:12][C:13]1[CH:21]=[CH:20][C:18]([OH:19])=[C:15]([O:16][CH3:17])[CH:14]=1.[OH-].[K+]. Product: [OH:19][C:18]1[CH:20]=[CH:21][C:13]([CH:12]=[CH:1][C:2]([C:4]2[CH:9]=[CH:8][C:7]([I:10])=[CH:6][CH:5]=2)=[O:3])=[CH:14][C:15]=1[O:16][CH3:17]. The catalyst class is: 8. (6) Reactant: Cl[C:2]1[CH:7]=[CH:6][C:5]([NH:8][C:9]([NH:11][C:12]2[CH:17]=[CH:16][CH:15]=[C:14]([C:18]3[CH:23]=[CH:22][CH:21]=[C:20]([N:24]4[CH2:28][CH2:27][CH2:26][CH2:25]4)[N:19]=3)[CH:13]=2)=[O:10])=[CH:4][CH:3]=1.[CH:29]1[C:38]2[C:29](=[CH:30][CH:31]=CC=2)[CH:38]=[CH:31][C:30]=1N.CCN(C(C)C)C(C)C. Product: [CH:6]1[C:7]2[C:2](=[CH:38][CH:29]=[CH:30][CH:31]=2)[CH:3]=[CH:4][C:5]=1[NH:8][C:9]([NH:11][C:12]1[CH:17]=[CH:16][CH:15]=[C:14]([C:18]2[CH:23]=[CH:22][CH:21]=[C:20]([N:24]3[CH2:28][CH2:27][CH2:26][CH2:25]3)[N:19]=2)[CH:13]=1)=[O:10]. The catalyst class is: 3. (7) Reactant: [CH3:1][O:2][CH2:3][CH2:4][C:5]1[N:6]([CH2:19][CH2:20][CH3:21])[C:7]2[C:16]3[CH:15]=[CH:14][C:13]([OH:17])=[CH:12][C:11]=3[N:10]=[CH:9][C:8]=2[N:18]=1.C(OC1C=C(C=CC=1)N)C1C=CC=CC=1.[Cl-].COCCCO.C(OC1C=CC(N)=CC=1)C1C=CC=CC=1.[Cl-].N(C(OC(C)C)=O)=NC(OC(C)C)=O.C1(P(C2C=CC=CC=2)C2C=CC=CC=2)C=CC=CC=1.O[CH:94]1[CH2:99][CH2:98][N:97]([C:100]([O:102][C:103]([CH3:106])([CH3:105])[CH3:104])=[O:101])[CH2:96][CH2:95]1. Product: [CH3:1][O:2][CH2:3][CH2:4][C:5]1[N:6]([CH2:19][CH2:20][CH3:21])[C:7]2[C:16]3[CH:15]=[CH:14][C:13]([O:17][CH:94]4[CH2:99][CH2:98][N:97]([C:100]([O:102][C:103]([CH3:106])([CH3:105])[CH3:104])=[O:101])[CH2:96][CH2:95]4)=[CH:12][C:11]=3[N:10]=[CH:9][C:8]=2[N:18]=1. The catalyst class is: 7.